From a dataset of Full USPTO retrosynthesis dataset with 1.9M reactions from patents (1976-2016). Predict the reactants needed to synthesize the given product. (1) Given the product [Br:18][CH2:19][CH2:20][CH2:21][CH2:22][O:17][C:15]1[CH:14]=[CH:13][C:12]2[C:8]([C:5]3[CH:4]=[CH:3][C:2]([Cl:1])=[CH:7][CH:6]=3)=[N:9][S:10][C:11]=2[CH:16]=1, predict the reactants needed to synthesize it. The reactants are: [Cl:1][C:2]1[CH:7]=[CH:6][C:5]([C:8]2[C:12]3[CH:13]=[CH:14][C:15]([OH:17])=[CH:16][C:11]=3[S:10][N:9]=2)=[CH:4][CH:3]=1.[Br:18][CH2:19][CH2:20][CH2:21][CH2:22]Br. (2) The reactants are: [Br:1][CH2:2][CH2:3][NH:4][C:5]([S:7][C:8]1[CH:21]=[CH:20][CH:19]=[CH:18][C:9]=1[C:10]([NH:12][C:13](=[O:17])[CH2:14][CH2:15][NH2:16])=[O:11])=[O:6].[N:22]1[CH:27]=[CH:26][CH:25]=[CH:24][CH:23]=1. Given the product [N+:22]1([CH2:2][CH2:3][NH:4][C:5]([S:7][C:8]2[CH:21]=[CH:20][CH:19]=[CH:18][C:9]=2[C:10]([NH:12][C:13](=[O:17])[CH2:14][CH2:15][NH2:16])=[O:11])=[O:6])[CH:27]=[CH:26][CH:25]=[CH:24][CH:23]=1.[Br-:1], predict the reactants needed to synthesize it. (3) The reactants are: [C:1]([O:5][C:6]([N:8]1[CH2:12][CH2:11][CH2:10][CH:9]1[C:13]1[NH:14][C:15]([Br:19])=[C:16](Br)[N:17]=1)=[O:7])([CH3:4])([CH3:3])[CH3:2].C([Li])CCC.CCCCCC. Given the product [C:1]([O:5][C:6]([N:8]1[CH2:12][CH2:11][CH2:10][CH:9]1[C:13]1[NH:17][CH:16]=[C:15]([Br:19])[N:14]=1)=[O:7])([CH3:4])([CH3:2])[CH3:3], predict the reactants needed to synthesize it. (4) Given the product [CH3:23][O:22][C:19]1[CH:18]=[CH:17][C:16]([S:13]([CH:5]([CH2:6][C:7]2[CH:12]=[CH:11][CH:10]=[CH:9][CH:8]=2)[C:4]([OH:24])=[O:3])(=[O:15])=[O:14])=[CH:21][CH:20]=1, predict the reactants needed to synthesize it. The reactants are: C([O:3][C:4](=[O:24])[CH:5]([S:13]([C:16]1[CH:21]=[CH:20][C:19]([O:22][CH3:23])=[CH:18][CH:17]=1)(=[O:15])=[O:14])[CH2:6][C:7]1[CH:12]=[CH:11][CH:10]=[CH:9][CH:8]=1)C. (5) The reactants are: Cl[C:2](Cl)([O:4]C(=O)OC(Cl)(Cl)Cl)Cl.[F:13][C:14]([F:22])([F:21])[CH:15]([OH:20])[C:16]([F:19])([F:18])[F:17].C(N(C(C)C)C(C)C)C.[F:32][C:33]1[CH:34]=[C:35]([N:47]2[CH2:52][CH2:51][O:50][CH2:49][CH2:48]2)[CH:36]=[CH:37][C:38]=1[CH2:39][N:40]1[CH2:45][CH2:44][NH:43][C@H:42]([CH3:46])[CH2:41]1. Given the product [F:32][C:33]1[CH:34]=[C:35]([N:47]2[CH2:52][CH2:51][O:50][CH2:49][CH2:48]2)[CH:36]=[CH:37][C:38]=1[CH2:39][N:40]1[CH2:45][CH2:44][N:43]([C:2]([O:20][CH:15]([C:16]([F:19])([F:18])[F:17])[C:14]([F:22])([F:21])[F:13])=[O:4])[C@H:42]([CH3:46])[CH2:41]1, predict the reactants needed to synthesize it.